Dataset: Full USPTO retrosynthesis dataset with 1.9M reactions from patents (1976-2016). Task: Predict the reactants needed to synthesize the given product. Given the product [OH:38][C:39]1[C:48]2[C:43](=[CH:44][CH:45]=[CH:46][CH:47]=2)[CH:42]=[CH:41][C:40]=1[C:49]([O-:51])=[O:50].[OH:36][CH:16]([C:14]1[CH:13]=[CH:12][C:10]([OH:11])=[C:9]([CH2:8][OH:7])[CH:15]=1)[CH2:17][NH2+:18][CH2:19][CH2:20][CH2:21][CH2:22][CH2:23][CH2:24][O:25][CH2:26][CH2:27][CH2:28][CH2:29][C:30]1[CH:35]=[CH:34][CH:33]=[CH:32][CH:31]=1, predict the reactants needed to synthesize it. The reactants are: C(O)(=O)C.CC1(C)[O:11][C:10]2[CH:12]=[CH:13][C:14]([CH:16]([OH:36])[CH2:17][NH:18][CH2:19][CH2:20][CH2:21][CH2:22][CH2:23][CH2:24][O:25][CH2:26][CH2:27][CH2:28][CH2:29][C:30]3[CH:35]=[CH:34][CH:33]=[CH:32][CH:31]=3)=[CH:15][C:9]=2[CH2:8][O:7]1.[OH:38][C:39]1[C:48]2[C:43](=[CH:44][CH:45]=[CH:46][CH:47]=2)[CH:42]=[CH:41][C:40]=1[C:49]([OH:51])=[O:50].